From a dataset of NCI-60 drug combinations with 297,098 pairs across 59 cell lines. Regression. Given two drug SMILES strings and cell line genomic features, predict the synergy score measuring deviation from expected non-interaction effect. (1) Drug 1: C1=NC2=C(N=C(N=C2N1C3C(C(C(O3)CO)O)F)Cl)N. Drug 2: CC1=C2C(C(=O)C3(C(CC4C(C3C(C(C2(C)C)(CC1OC(=O)C(C(C5=CC=CC=C5)NC(=O)OC(C)(C)C)O)O)OC(=O)C6=CC=CC=C6)(CO4)OC(=O)C)O)C)O. Cell line: NCI-H460. Synergy scores: CSS=-0.698, Synergy_ZIP=0.854, Synergy_Bliss=-0.188, Synergy_Loewe=-3.12, Synergy_HSA=-2.69. (2) Drug 1: CC1OCC2C(O1)C(C(C(O2)OC3C4COC(=O)C4C(C5=CC6=C(C=C35)OCO6)C7=CC(=C(C(=C7)OC)O)OC)O)O. Drug 2: CC1=C2C(C(=O)C3(C(CC4C(C3C(C(C2(C)C)(CC1OC(=O)C(C(C5=CC=CC=C5)NC(=O)OC(C)(C)C)O)O)OC(=O)C6=CC=CC=C6)(CO4)OC(=O)C)O)C)O. Cell line: SK-MEL-28. Synergy scores: CSS=25.0, Synergy_ZIP=-9.70, Synergy_Bliss=-2.16, Synergy_Loewe=-12.6, Synergy_HSA=-0.178. (3) Drug 1: CC1C(C(CC(O1)OC2CC(CC3=C2C(=C4C(=C3O)C(=O)C5=C(C4=O)C(=CC=C5)OC)O)(C(=O)CO)O)N)O.Cl. Drug 2: C1CCC(C(C1)N)N.C(=O)(C(=O)[O-])[O-].[Pt+4]. Cell line: NCI-H322M. Synergy scores: CSS=4.83, Synergy_ZIP=0.496, Synergy_Bliss=1.95, Synergy_Loewe=-0.746, Synergy_HSA=-0.547. (4) Drug 1: CCCS(=O)(=O)NC1=C(C(=C(C=C1)F)C(=O)C2=CNC3=C2C=C(C=N3)C4=CC=C(C=C4)Cl)F. Drug 2: CCC1(CC2CC(C3=C(CCN(C2)C1)C4=CC=CC=C4N3)(C5=C(C=C6C(=C5)C78CCN9C7C(C=CC9)(C(C(C8N6C)(C(=O)OC)O)OC(=O)C)CC)OC)C(=O)OC)O.OS(=O)(=O)O. Cell line: HCT-15. Synergy scores: CSS=14.7, Synergy_ZIP=13.9, Synergy_Bliss=15.4, Synergy_Loewe=8.05, Synergy_HSA=12.6. (5) Drug 1: CC(CN1CC(=O)NC(=O)C1)N2CC(=O)NC(=O)C2. Drug 2: C1=CC(=CC=C1C#N)C(C2=CC=C(C=C2)C#N)N3C=NC=N3. Cell line: NCI-H522. Synergy scores: CSS=9.12, Synergy_ZIP=-5.95, Synergy_Bliss=-6.68, Synergy_Loewe=-4.38, Synergy_HSA=-4.36. (6) Drug 1: CC1=C(C=C(C=C1)NC2=NC=CC(=N2)N(C)C3=CC4=NN(C(=C4C=C3)C)C)S(=O)(=O)N.Cl. Drug 2: CC1=C2C(C(=O)C3(C(CC4C(C3C(C(C2(C)C)(CC1OC(=O)C(C(C5=CC=CC=C5)NC(=O)C6=CC=CC=C6)O)O)OC(=O)C7=CC=CC=C7)(CO4)OC(=O)C)O)C)OC(=O)C. Cell line: 786-0. Synergy scores: CSS=50.5, Synergy_ZIP=13.9, Synergy_Bliss=15.6, Synergy_Loewe=-21.0, Synergy_HSA=15.9.